Predict the reactants needed to synthesize the given product. From a dataset of Retrosynthesis with 50K atom-mapped reactions and 10 reaction types from USPTO. (1) Given the product COc1ccc(CNc2nc(C)nc(C)c2Cl)cc1O, predict the reactants needed to synthesize it. The reactants are: COc1ccc(CNc2nc(C)nc(C)c2Cl)cc1OCc1ccccc1. (2) Given the product COc1cc2c(Oc3ccc4[nH]c(C)cc4c3F)cnnc2cc1OCCOc1ccncc1, predict the reactants needed to synthesize it. The reactants are: COc1cc2c(Oc3ccc4[nH]c(C)cc4c3F)cnnc2cc1O.OCCOc1ccncc1. (3) Given the product CCOC(=O)C[C@H]1CC[C@H](CN(CC)c2cccnc2C=O)CC1, predict the reactants needed to synthesize it. The reactants are: CCNC[C@H]1CC[C@H](CC(=O)OCC)CC1.O=Cc1ncccc1F. (4) Given the product CC#CC1CN(S(=O)(=O)c2ccc(Cl)nc2)CCN1c1ncc(C(O)(C(F)(F)F)C(F)(F)F)cn1, predict the reactants needed to synthesize it. The reactants are: CC#CC1CN(S(=O)(=O)c2ccc(Cl)nc2)CCN1.OC(c1cnc(Cl)nc1)(C(F)(F)F)C(F)(F)F. (5) Given the product CCOC(=O)CCc1ccc(OCc2ccccc2OCc2nc(-c3ccccc3)oc2C)cc1OCC, predict the reactants needed to synthesize it. The reactants are: CCOC(=O)CCc1ccc(O)cc1OCC.Cc1oc(-c2ccccc2)nc1COc1ccccc1CCl. (6) Given the product CC(C)(C)OC(=O)N1CC(OS(C)(=O)=O)C1, predict the reactants needed to synthesize it. The reactants are: CC(C)(C)OC(=O)N1CC(O)C1.CS(=O)(=O)Cl. (7) Given the product COC(=O)c1ccc(NC(C)=O)c(C#CCCOC2CCCCO2)c1, predict the reactants needed to synthesize it. The reactants are: C#CCCOC1CCCCO1.COC(=O)c1ccc(NC(C)=O)c(I)c1.